Dataset: Forward reaction prediction with 1.9M reactions from USPTO patents (1976-2016). Task: Predict the product of the given reaction. The product is: [Cl:19][C:17]1[CH:16]=[CH:15][C:14]2[N:8]([CH2:7][C:6]([CH3:52])([CH3:53])[CH2:5][OH:4])[C:9](=[O:51])[C@@H:10]([CH2:30][C:31]([NH:33][C:34]3[S:35][C:36]([CH2:45][CH2:46][C:47]([OH:49])=[O:48])=[C:37]([C:39]4[CH:44]=[CH:43][CH:42]=[CH:41][CH:40]=4)[N:38]=3)=[O:32])[O:11][C@H:12]([C:20]3[CH:25]=[CH:24][CH:23]=[C:22]([O:26][CH3:27])[C:21]=3[O:28][CH3:29])[C:13]=2[CH:18]=1. Given the reactants C([O:4][CH2:5][C:6]([CH3:53])([CH3:52])[CH2:7][N:8]1[C:14]2[CH:15]=[CH:16][C:17]([Cl:19])=[CH:18][C:13]=2[C@@H:12]([C:20]2[CH:25]=[CH:24][CH:23]=[C:22]([O:26][CH3:27])[C:21]=2[O:28][CH3:29])[O:11][C@H:10]([CH2:30][C:31]([NH:33][C:34]2[S:35][C:36]([CH2:45][CH2:46][C:47]([O:49]C)=[O:48])=[C:37]([C:39]3[CH:44]=[CH:43][CH:42]=[CH:41][CH:40]=3)[N:38]=2)=[O:32])[C:9]1=[O:51])(=O)C.[OH-].[Na+].Cl, predict the reaction product.